From a dataset of Retrosynthesis with 50K atom-mapped reactions and 10 reaction types from USPTO. Predict the reactants needed to synthesize the given product. (1) The reactants are: C=CCOC1CC(C=C(C)C2OC(=O)C3CCCCN3C(=O)C(=O)C3(O)OC(C(OC)CC(C)CC(C)=CC(CC)C(=O)CC(O[Si](C)(C)C(C)(C)C)C2C)C(OC)CC3C)CCC1O[Si](C)(C)C(C)(C)C. Given the product C=CCOC1CC(C=C(C)C2OC(=O)C3CCCCN3C(=O)C(=O)C3(O)OC(C(OC)CC(C)CC(C)=CC(CC)C(=O)CC(O[Si](C)(C)C(C)(C)C)C2C)C(OC)CC3C)CCC1O, predict the reactants needed to synthesize it. (2) Given the product COC(=O)C(C)(C)Oc1ccc(CCCC2CN(Cc3ccc(C(C)(C)C)cc3)C(=O)N2C)cc1C, predict the reactants needed to synthesize it. The reactants are: CO.Cc1cc(CCCC2CN(Cc3ccc(C(C)(C)C)cc3)C(=O)N2C)ccc1OC(C)(C)C(=O)O. (3) Given the product CNS(=O)(=O)c1ccc(Oc2cc(O[C@@H](C)COC)cc(-c3ccc(C4=NC[C@H](CO)O4)[nH]3)c2)cn1, predict the reactants needed to synthesize it. The reactants are: COC[C@H](C)Oc1cc(Oc2ccc(S(=O)(=O)N(C)Cc3ccc(OC)cc3)nc2)cc(-c2ccc(C3=NC[C@H](CO)O3)[nH]2)c1.